Dataset: Full USPTO retrosynthesis dataset with 1.9M reactions from patents (1976-2016). Task: Predict the reactants needed to synthesize the given product. (1) Given the product [Cl:28][C:20]1[CH:21]=[C:22]([Cl:27])[C:23]([O:25][CH3:26])=[CH:24][C:19]=1[NH:18][C:10]1[C:9]2[C:14](=[CH:15][C:6]([O:5][CH2:4][CH2:3][CH2:2][N:38]3[CH2:39][CH2:40][N:35]([CH2:33][CH3:34])[CH2:36][CH2:37]3)=[C:7]([O:29][CH3:30])[CH:8]=2)[N:13]=[CH:12][C:11]=1[C:16]#[N:17], predict the reactants needed to synthesize it. The reactants are: Cl[CH2:2][CH2:3][CH2:4][O:5][C:6]1[CH:15]=[C:14]2[C:9]([C:10]([NH:18][C:19]3[CH:24]=[C:23]([O:25][CH3:26])[C:22]([Cl:27])=[CH:21][C:20]=3[Cl:28])=[C:11]([C:16]#[N:17])[CH:12]=[N:13]2)=[CH:8][C:7]=1[O:29][CH3:30].[I-].[Na+].[CH2:33]([N:35]1[CH2:40][CH2:39][NH:38][CH2:37][CH2:36]1)[CH3:34]. (2) The reactants are: [NH2:1][C@@H:2]1[CH2:6][CH2:5][N:4]([CH:7]2[CH2:13][CH2:12][CH2:11][N:10]([C:14]([O:16][CH2:17][C:18]3[CH:23]=[CH:22][CH:21]=[CH:20][CH:19]=3)=[O:15])[CH2:9][CH2:8]2)[CH2:3]1.[F:24][C:25]([F:40])([F:39])[C:26]1[CH:27]=[C:28]([CH:36]=[CH:37][CH:38]=1)[C:29]([NH:31][CH2:32][C:33](O)=[O:34])=[O:30].C1C=CC2N(O)N=NC=2C=1.CCN=C=NCCCN(C)C.C(N(CC)CC)C.C([O-])(O)=O.[Na+]. Given the product [F:24][C:25]([F:39])([F:40])[C:26]1[CH:27]=[C:28]([CH:36]=[CH:37][CH:38]=1)[C:29]([NH:31][CH2:32][C:33]([NH:1][C@@H:2]1[CH2:6][CH2:5][N:4]([CH:7]2[CH2:13][CH2:12][CH2:11][N:10]([C:14]([O:16][CH2:17][C:18]3[CH:19]=[CH:20][CH:21]=[CH:22][CH:23]=3)=[O:15])[CH2:9][CH2:8]2)[CH2:3]1)=[O:34])=[O:30], predict the reactants needed to synthesize it. (3) Given the product [ClH:13].[NH2:1][C:2]1([C:8]([O:10][CH3:15])=[O:9])[CH2:7][CH2:6][CH2:5][CH2:4][CH2:3]1, predict the reactants needed to synthesize it. The reactants are: [NH2:1][C:2]1([C:8]([OH:10])=[O:9])[CH2:7][CH2:6][CH2:5][CH2:4][CH2:3]1.S(Cl)([Cl:13])=O.[CH3:15]COCC. (4) Given the product [Br:1][C:2]1[C:7]([O:8][CH2:9][CH:10]([NH2:21])[C:12]2[C:17]([F:18])=[CH:16][CH:15]=[CH:14][C:13]=2[F:19])=[CH:6][CH:5]=[CH:4][N:3]=1, predict the reactants needed to synthesize it. The reactants are: [Br:1][C:2]1[C:7]([O:8][CH2:9][C:10]([C:12]2[C:17]([F:18])=[CH:16][CH:15]=[CH:14][C:13]=2[F:19])=O)=[CH:6][CH:5]=[CH:4][N:3]=1.C([BH3-])#[N:21].[Na+].CCOC(C)=O.CCCCCC.O. (5) Given the product [CH2:36]([C:18]1[C:17]([CH2:42][CH2:43][CH2:44][CH2:45][CH2:46][CH3:47])=[CH:16][C:15]2[C:20](=[CH:21][C:22]3[CH:23]([OH:35])[C:24]4[C:11]([CH:12]([OH:48])[C:13]=3[CH:14]=2)=[CH:10][C:9]2[C:26](=[CH:27][C:28]([CH2:29][CH2:30][CH2:31][CH2:32][CH2:33][CH3:34])=[C:7]([CH2:1][CH2:2][CH2:3][CH2:4][CH2:5][CH3:6])[CH:8]=2)[CH:25]=4)[CH:19]=1)[CH2:37][CH2:38][CH2:39][CH2:40][CH3:41], predict the reactants needed to synthesize it. The reactants are: [CH2:1]([C:7]1[C:28]([CH2:29][CH2:30][CH2:31][CH2:32][CH2:33][CH3:34])=[CH:27][C:26]2[C:9](=[CH:10][C:11]3[C:12](=[O:48])[C:13]4[C:22]([C:23](=[O:35])[C:24]=3[CH:25]=2)=[CH:21][C:20]2[C:15](=[CH:16][C:17]([CH2:42][CH2:43][CH2:44][CH2:45][CH2:46][CH3:47])=[C:18]([CH2:36][CH2:37][CH2:38][CH2:39][CH2:40][CH3:41])[CH:19]=2)[CH:14]=4)[CH:8]=1)[CH2:2][CH2:3][CH2:4][CH2:5][CH3:6].C([BH-](CC)CC)C.[Li+].Cl.